From a dataset of Full USPTO retrosynthesis dataset with 1.9M reactions from patents (1976-2016). Predict the reactants needed to synthesize the given product. The reactants are: [SH:1][C:2]1[CH:7]=[CH:6][N:5]=[CH:4][CH:3]=1.C(N(CC)C(C)C)(C)C.CS(O[CH2:22][C:23]1[O:24][C:25]([C:36]2[CH:41]=[CH:40][C:39]([O:42][CH2:43][C:44]3[CH:49]=[CH:48][CH:47]=[CH:46][CH:45]=3)=[CH:38][CH:37]=2)=[C:26]([C:28]2[CH:29]=[N:30][C:31]([O:34][CH3:35])=[CH:32][CH:33]=2)[N:27]=1)(=O)=O.O. Given the product [CH2:43]([O:42][C:39]1[CH:38]=[CH:37][C:36]([C:25]2[O:24][C:23]([CH2:22][S:1][C:2]3[CH:7]=[CH:6][N:5]=[CH:4][CH:3]=3)=[N:27][C:26]=2[C:28]2[CH:33]=[CH:32][C:31]([O:34][CH3:35])=[N:30][CH:29]=2)=[CH:41][CH:40]=1)[C:44]1[CH:49]=[CH:48][CH:47]=[CH:46][CH:45]=1, predict the reactants needed to synthesize it.